From a dataset of Reaction yield outcomes from USPTO patents with 853,638 reactions. Predict the reaction yield, written as a fraction of the theoretical maximum amount of product (1.0 means a 100% yield; for example, 0.34 means a 34% yield). (1) The reactants are C[O:2][C:3]([C:5]1[C:9]([CH3:10])=[C:8]([C:11]2[CH:16]=[CH:15][CH:14]=[CH:13][C:12]=2[C:17]([F:20])([F:19])[F:18])[N:7]([CH3:21])[CH:6]=1)=[O:4].[OH-].[Na+].C(O)=O. The catalyst is CO.O. The product is [CH3:21][N:7]1[C:8]([C:11]2[CH:16]=[CH:15][CH:14]=[CH:13][C:12]=2[C:17]([F:19])([F:20])[F:18])=[C:9]([CH3:10])[C:5]([C:3]([OH:4])=[O:2])=[CH:6]1. The yield is 0.900. (2) The reactants are [Br:1][C:2]1[CH:18]=[CH:17][C:5]2[C:6]3[N:10]([CH2:11][CH2:12][O:13][C:4]=2[CH:3]=1)[CH:9]=[C:8]([C:14]([OH:16])=O)[N:7]=3.[C:19]([O:23][C:24]([NH:26][NH:27][CH:28]([CH3:30])[CH3:29])=[O:25])([CH3:22])([CH3:21])[CH3:20].CCN(C(C)C)C(C)C.CN(C(ON1N=NC2C=CC=NC1=2)=[N+](C)C)C.F[P-](F)(F)(F)(F)F. The catalyst is CN(C=O)C. The product is [C:19]([O:23][C:24]([NH:26][N:27]([C:14]([C:8]1[N:7]=[C:6]2[N:10]([CH2:11][CH2:12][O:13][C:4]3[CH:3]=[C:2]([Br:1])[CH:18]=[CH:17][C:5]=32)[CH:9]=1)=[O:16])[CH:28]([CH3:30])[CH3:29])=[O:25])([CH3:22])([CH3:21])[CH3:20]. The yield is 1.00. (3) The product is [Cl:22][C:5]1[C:6]([CH2:8][CH2:9][C:10]2[CH:15]=[CH:14][CH:13]=[CH:12][C:11]=2[C:16]2([C:19]([NH2:21])=[O:20])[CH2:18][CH2:17]2)=[N:7][C:2]([NH:29][C:27]2[C:26]([CH3:30])=[N:25][N:24]([CH3:23])[CH:28]=2)=[N:3][CH:4]=1. The reactants are Cl[C:2]1[N:7]=[C:6]([CH2:8][CH2:9][C:10]2[CH:15]=[CH:14][CH:13]=[CH:12][C:11]=2[C:16]2([C:19]([NH2:21])=[O:20])[CH2:18][CH2:17]2)[C:5]([Cl:22])=[CH:4][N:3]=1.[CH3:23][N:24]1[CH:28]=[C:27]([NH2:29])[C:26]([CH3:30])=[N:25]1.O.C1(C)C=CC(S(O)(=O)=O)=CC=1. The yield is 0.250. The catalyst is O1CCOCC1. (4) The reactants are Br[CH2:2][C@@H:3]([CH3:6])[CH2:4][OH:5].[OH-].[Na+].[CH3:9][O:10][C:11]1[CH:16]=[CH:15][CH:14]=[CH:13][C:12]=1[SH:17]. The catalyst is O. The product is [CH3:6][C@H:3]([CH2:2][S:17][C:12]1[CH:13]=[CH:14][CH:15]=[CH:16][C:11]=1[O:10][CH3:9])[CH2:4][OH:5]. The yield is 1.00. (5) The reactants are [NH2:1][C:2]1[N:7]=[C:6](Cl)[C:5]([NH:9][CH:10]=[O:11])=[C:4]([Cl:12])[N:3]=1.[O:13]1[CH2:17][CH2:16][C@H:15]([O:18][CH2:19][C:20]2[N:25]=[C:24]([CH2:26][NH2:27])[CH:23]=[CH:22][CH:21]=2)[CH2:14]1.C(N(CC)CC)C. The catalyst is CC(O)C. The product is [NH2:1][C:2]1[N:3]=[C:4]([Cl:12])[C:5]([NH:9][CH:10]=[O:11])=[C:6]([NH:27][CH2:26][C:24]2[CH:23]=[CH:22][CH:21]=[C:20]([CH2:19][O:18][C@H:15]3[CH2:16][CH2:17][O:13][CH2:14]3)[N:25]=2)[N:7]=1. The yield is 0.730. (6) The reactants are C1(P(C2CCCCC2)C2C=CC=CC=2C2C(OC)=CC=CC=2OC)CCCCC1.C([Zn][C:33]#[N:34])#N.Cl[C:36]1[CH:37]=[C:38]([O:46][CH3:47])[C:39]([C:42]([O:44][CH3:45])=[O:43])=[N:40][CH:41]=1. The catalyst is CN(C=O)C.C1C=CC(/C=C/C(/C=C/C2C=CC=CC=2)=O)=CC=1.C1C=CC(/C=C/C(/C=C/C2C=CC=CC=2)=O)=CC=1.C1C=CC(/C=C/C(/C=C/C2C=CC=CC=2)=O)=CC=1.[Pd].[Pd]. The product is [C:41]([C:36]1[CH:37]=[C:38]([O:46][CH3:47])[C:39]([C:42]([O:44][CH3:45])=[O:43])=[N:34][CH:33]=1)#[N:40]. The yield is 0.870. (7) The product is [CH3:12][O:11][C:7]1[CH:6]=[C:5]([C:3]2[N:23]=[C:21]([NH:20][C:16]3[CH:17]=[CH:18][CH:19]=[C:14]([CH3:13])[CH:15]=3)[S:22][CH:2]=2)[CH:10]=[CH:9][N:8]=1. The reactants are Br[CH2:2][C:3]([C:5]1[CH:10]=[CH:9][N:8]=[C:7]([O:11][CH3:12])[CH:6]=1)=O.[CH3:13][C:14]1[CH:15]=[C:16]([NH:20][C:21]([NH2:23])=[S:22])[CH:17]=[CH:18][CH:19]=1.N. The catalyst is CCO.O. The yield is 0.870. (8) The yield is 0.700. No catalyst specified. The reactants are [F:1][C:2]1[CH:24]=[CH:23][C:22]([F:25])=[CH:21][C:3]=1[CH2:4][C@@H:5]1[CH2:10][C@H:9]([C:11]2[O:15][NH:14][C:13](=[O:16])[CH:12]=2)[CH2:8][CH2:7][N:6]1C(OC)=O.Br. The product is [F:1][C:2]1[CH:24]=[CH:23][C:22]([F:25])=[CH:21][C:3]=1[CH2:4][C@@H:5]1[CH2:10][C@H:9]([C:11]2[O:15][NH:14][C:13](=[O:16])[CH:12]=2)[CH2:8][CH2:7][NH:6]1. (9) The reactants are [CH3:1][N:2]([CH2:4][C:5]1[CH:22]=[CH:21][C:8](/[CH:9]=[N:10]/[C:11]2[CH:19]=[CH:18]C=C3[C:12]=2[CH2:13][O:14]C3=O)=[CH:7][CH:6]=1)[CH3:3].[Cl:23][C:24]1[CH:31]=[CH:30][C:27]([CH:28]=O)=[CH:26][CH:25]=1.C[O-].[Na+].CO.[C:37]([O:41][CH2:42][CH3:43])(=[O:40])[CH2:38][CH3:39]. No catalyst specified. The product is [Cl:23][C:24]1[CH:31]=[CH:30][C:27]([CH:28]2[C:13](=[O:14])[C:12]3[C:38]([C:37]([O:41][CH2:42][CH3:43])=[O:40])=[CH:39][CH:18]=[CH:19][C:11]=3[NH:10][CH:9]2[C:8]2[CH:7]=[CH:6][C:5]([CH2:4][N:2]([CH3:3])[CH3:1])=[CH:22][CH:21]=2)=[CH:26][CH:25]=1. The yield is 0.280.